From a dataset of Blood-brain barrier permeability classification from the B3DB database. Regression/Classification. Given a drug SMILES string, predict its absorption, distribution, metabolism, or excretion properties. Task type varies by dataset: regression for continuous measurements (e.g., permeability, clearance, half-life) or binary classification for categorical outcomes (e.g., BBB penetration, CYP inhibition). Dataset: b3db_classification. The drug is COC1C(O)CC(=O)OC(C)CC=CC=CC(O)C(C)CC(CC=O)C1OC1OC(C)C(OC2CC(C)(O)C(O)C(C)O2)C(N(C)C)C1O. The result is 0 (does not penetrate BBB).